From a dataset of Full USPTO retrosynthesis dataset with 1.9M reactions from patents (1976-2016). Predict the reactants needed to synthesize the given product. (1) Given the product [C:31]([C:28]1[N:27]2[C:22]3[CH:21]=[C:20]([C:37]4[CH:42]=[CH:41][CH:40]=[CH:39][CH:38]=4)[C:19]([C:16]4[CH:17]=[CH:18][C:13]([C:9]5([NH:8][C:6](=[O:7])[O:5][C:1]([CH3:2])([CH3:3])[CH3:4])[CH2:10][CH2:11][CH2:12]5)=[CH:14][CH:15]=4)=[N:36][C:23]=3[O:24][CH2:25][C:26]2=[N:30][N:29]=1)(=[O:33])[NH2:44], predict the reactants needed to synthesize it. The reactants are: [C:1]([O:5][C:6]([NH:8][C:9]1([C:13]2[CH:18]=[CH:17][C:16]([C:19]3[C:20]([C:37]4[CH:42]=[CH:41][CH:40]=[CH:39][CH:38]=4)=[CH:21][C:22]4[N:27]5[C:28]([C:31]([O:33]CC)=O)=[N:29][N:30]=[C:26]5[CH2:25][O:24][C:23]=4[N:36]=3)=[CH:15][CH:14]=2)[CH2:12][CH2:11][CH2:10]1)=[O:7])([CH3:4])([CH3:3])[CH3:2].[Cl-].[NH4+:44]. (2) Given the product [CH:41]([Si:34]([CH:35]([CH3:36])[CH3:37])([CH:38]([CH3:39])[CH3:40])[N:31]1[C:27]2=[N:28][CH:29]=[CH:30][C:25]([B:49]([OH:52])[OH:50])=[C:26]2[CH:33]=[CH:32]1)([CH3:42])[CH3:43], predict the reactants needed to synthesize it. The reactants are: BrC1C=CN=C2NC=CC=12.[H-].[Na+].C([Si](C(C)C)(C(C)C)Cl)(C)C.Br[C:25]1[CH:30]=[CH:29][N:28]=[C:27]2[N:31]([Si:34]([CH:41]([CH3:43])[CH3:42])([CH:38]([CH3:40])[CH3:39])[CH:35]([CH3:37])[CH3:36])[CH:32]=[CH:33][C:26]=12.C([Li])CCC.[B:49](OC)([O:52]C)[O:50]C. (3) Given the product [NH2:1][C:2]1[CH:11]=[CH:10][CH:9]=[C:8]2[C:3]=1[C:4]([CH2:13][C:14]1[CH:19]=[CH:18][C:17]([F:20])=[C:16]([C:23]3[O:22][CH:26]=[CH:25][CH:24]=3)[CH:15]=1)=[N:5][NH:6][C:7]2=[O:12], predict the reactants needed to synthesize it. The reactants are: [NH2:1][C:2]1[CH:11]=[CH:10][CH:9]=[C:8]2[C:3]=1[C:4]([CH2:13][C:14]1[CH:19]=[CH:18][C:17]([F:20])=[C:16](Br)[CH:15]=1)=[N:5][NH:6][C:7]2=[O:12].[O:22]1[CH:26]=[CH:25][CH:24]=[C:23]1B(O)O.C(=O)([O-])[O-].[K+].[K+]. (4) The reactants are: Cl[C:2]1[C:10]2[C:5](=[N:6][C:7]([NH:11][CH2:12][CH2:13][CH2:14][CH2:15][N:16]([CH2:19][CH3:20])[CH2:17][CH3:18])=[N:8][CH:9]=2)[N:4]([CH3:21])[N:3]=1.CC1(C)C(C)(C)OB([C:30]2[CH:36]=[CH:35][C:33]([NH2:34])=[CH:32][CH:31]=2)O1. Given the product [NH2:34][C:33]1[CH:35]=[CH:36][C:30]([C:2]2[C:10]3[C:5](=[N:6][C:7]([NH:11][CH2:12][CH2:13][CH2:14][CH2:15][N:16]([CH2:19][CH3:20])[CH2:17][CH3:18])=[N:8][CH:9]=3)[N:4]([CH3:21])[N:3]=2)=[CH:31][CH:32]=1, predict the reactants needed to synthesize it. (5) The reactants are: [CH:1]12[N:8]([C:9]([C:11]3[S:12][CH:13]=[C:14]([C:16]4[CH:21]=[CH:20][C:19]([Cl:22])=[CH:18][CH:17]=4)[N:15]=3)=[O:10])[CH:5]([CH2:6][CH2:7]1)[CH2:4][O:3][CH2:2]2.[Br:23]N1C(=O)CCC1=O.O. Given the product [CH:5]12[N:8]([C:9]([C:11]3[S:12][C:13]([Br:23])=[C:14]([C:16]4[CH:21]=[CH:20][C:19]([Cl:22])=[CH:18][CH:17]=4)[N:15]=3)=[O:10])[CH:1]([CH2:7][CH2:6]1)[CH2:2][O:3][CH2:4]2, predict the reactants needed to synthesize it. (6) Given the product [Cl:35][C:21]1[C:22]([NH:24][C:25]2[CH:34]=[CH:33][CH:32]=[CH:31][C:26]=2[C:27]([NH:29][CH3:30])=[O:28])=[N:23][C:18]([NH:16][C:13]2[CH:14]=[CH:15][C:9]3[S:8][CH2:7][CH2:6][N:5]([CH2:4][CH2:3][O:2][CH3:1])[CH2:11][C:10]=3[CH:12]=2)=[N:19][CH:20]=1, predict the reactants needed to synthesize it. The reactants are: [CH3:1][O:2][CH2:3][CH2:4][N:5]1[CH2:11][C:10]2[CH:12]=[C:13]([NH2:16])[CH:14]=[CH:15][C:9]=2[S:8][CH2:7][CH2:6]1.Cl[C:18]1[N:23]=[C:22]([NH:24][C:25]2[CH:34]=[CH:33][CH:32]=[CH:31][C:26]=2[C:27]([NH:29][CH3:30])=[O:28])[C:21]([Cl:35])=[CH:20][N:19]=1. (7) Given the product [C:1]([NH:9][C:10]1[S:11][CH2:12][C@@H:13]2[CH2:19][C@H:18]([C:20]([NH:64][CH2:63][CH:62]([O:65][CH3:66])[O:61][CH3:60])=[O:21])[O:17][CH2:16][C@:14]2([C:23]2[CH:28]=[CH:27][C:26]([F:29])=[CH:25][C:24]=2[F:30])[N:15]=1)(=[O:8])[C:2]1[CH:3]=[CH:4][CH:5]=[CH:6][CH:7]=1, predict the reactants needed to synthesize it. The reactants are: [C:1]([NH:9][C:10]1[S:11][CH2:12][C@@H:13]2[CH2:19][C@H:18]([C:20](O)=[O:21])[O:17][CH2:16][C@:14]2([C:23]2[CH:28]=[CH:27][C:26]([F:29])=[CH:25][C:24]=2[F:30])[N:15]=1)(=[O:8])[C:2]1[CH:7]=[CH:6][CH:5]=[CH:4][CH:3]=1.C(N(CC)C(C)C)(C)C.F[B-](F)(F)F.O=C1C(OC(N(C)C)=[N+](C)C)=CC=CN1.[CH3:60][O:61][CH:62]([O:65][CH3:66])[CH2:63][NH2:64]. (8) Given the product [NH2:27][C:24]1[CH:25]=[CH:26][C:21]([C:20]([N:17]2[CH2:18][CH2:19][N:14]([CH2:13][C:9]3[CH:8]=[C:7]([CH:12]=[CH:11][CH:10]=3)[C:6]([NH:5][C:1]([CH3:4])([CH3:3])[CH3:2])=[O:31])[CH2:15][CH2:16]2)=[O:30])=[CH:22][CH:23]=1, predict the reactants needed to synthesize it. The reactants are: [C:1]([NH:5][C:6](=[O:31])[C:7]1[CH:12]=[CH:11][CH:10]=[C:9]([CH2:13][N:14]2[CH2:19][CH2:18][N:17]([C:20](=[O:30])[C:21]3[CH:26]=[CH:25][C:24]([N+:27]([O-])=O)=[CH:23][CH:22]=3)[CH2:16][CH2:15]2)[CH:8]=1)([CH3:4])([CH3:3])[CH3:2].[H][H]. (9) Given the product [O:29]1[CH2:34][CH2:33][C:32](=[C:43]([C:41]2[O:40][N:39]=[C:38]([C:37]([F:46])([F:36])[F:47])[N:42]=2)[C:44]#[N:45])[CH2:31][CH2:30]1, predict the reactants needed to synthesize it. The reactants are: C1(C2N=C(C3C4CCCCC=4SC=3NC(N3CCC[C@@H]3C(O)=O)=O)ON=2)CC1.[O:29]1[CH2:34][CH2:33][C:32](=O)[CH2:31][CH2:30]1.[F:36][C:37]([F:47])([F:46])[C:38]1[N:42]=[C:41]([CH2:43][C:44]#[N:45])[O:40][N:39]=1.